From a dataset of Full USPTO retrosynthesis dataset with 1.9M reactions from patents (1976-2016). Predict the reactants needed to synthesize the given product. (1) The reactants are: [CH2:1]([O:8][C:9]1[CH:18]=[C:17]2[C:12]([C:13]([NH:20][CH2:21][CH:22]([CH3:24])[CH3:23])=[C:14]([NH2:19])[CH:15]=[N:16]2)=[CH:11][CH:10]=1)[C:2]1[CH:7]=[CH:6][CH:5]=[CH:4][CH:3]=1.[C:25](OCC)(OCC)(OCC)[CH3:26]. Given the product [CH2:1]([O:8][C:9]1[CH:10]=[CH:11][C:12]2[C:13]3[N:20]([CH2:21][CH:22]([CH3:24])[CH3:23])[C:25]([CH3:26])=[N:19][C:14]=3[CH:15]=[N:16][C:17]=2[CH:18]=1)[C:2]1[CH:3]=[CH:4][CH:5]=[CH:6][CH:7]=1, predict the reactants needed to synthesize it. (2) Given the product [CH3:17][C:18]1[N:16]([C:3]2[CH:4]=[CH:5][C:6]([C:8]#[C:9][C:10]3[CH:11]=[CH:12][CH:13]=[CH:14][CH:15]=3)=[CH:7][C:2]=2[CH3:1])[C:20](=[O:19])[C:21]2[C:22](=[CH:24][CH:25]=[CH:26][CH:27]=2)[N:23]=1, predict the reactants needed to synthesize it. The reactants are: [CH3:1][C:2]1[CH:7]=[C:6]([C:8]#[C:9][C:10]2[CH:15]=[CH:14][CH:13]=[CH:12][CH:11]=2)[CH:5]=[CH:4][C:3]=1[NH2:16].[CH3:17][C:18]1[O:19][C:20](=O)[C:21]2[CH:27]=[CH:26][CH:25]=[CH:24][C:22]=2[N:23]=1.